Binary Classification. Given a T-cell receptor sequence (or CDR3 region) and an epitope sequence, predict whether binding occurs between them. From a dataset of TCR-epitope binding with 47,182 pairs between 192 epitopes and 23,139 TCRs. (1) The epitope is ATDALMTGY. Result: 1 (the TCR binds to the epitope). The TCR CDR3 sequence is CASSEVGQLETQYF. (2) The epitope is FTYASALWEI. The TCR CDR3 sequence is CASRAGTDNSPLHF. Result: 0 (the TCR does not bind to the epitope). (3) The epitope is KLWAQCVQL. The TCR CDR3 sequence is CASSQVILGGDGANTGELFF. Result: 1 (the TCR binds to the epitope). (4) The epitope is CINGVCWTV. Result: 1 (the TCR binds to the epitope). The TCR CDR3 sequence is CASSLETGKWGEQYF.